Task: Predict the reactants needed to synthesize the given product.. Dataset: Full USPTO retrosynthesis dataset with 1.9M reactions from patents (1976-2016) Given the product [Br:33][CH2:1][C:2]1[CH:11]=[CH:10][C:5]([C:6]([O:8][CH3:9])=[O:7])=[CH:4][C:3]=1[N+:12]([O-:14])=[O:13], predict the reactants needed to synthesize it. The reactants are: [CH3:1][C:2]1[CH:11]=[CH:10][C:5]([C:6]([O:8][CH3:9])=[O:7])=[CH:4][C:3]=1[N+:12]([O-:14])=[O:13].C(OOC(=O)C1C=CC=CC=1)(=O)C1C=CC=CC=1.[Br:33]N1C(=O)CCC1=O.